From a dataset of NCI-60 drug combinations with 297,098 pairs across 59 cell lines. Regression. Given two drug SMILES strings and cell line genomic features, predict the synergy score measuring deviation from expected non-interaction effect. (1) Drug 1: CCC1=CC2CC(C3=C(CN(C2)C1)C4=CC=CC=C4N3)(C5=C(C=C6C(=C5)C78CCN9C7C(C=CC9)(C(C(C8N6C)(C(=O)OC)O)OC(=O)C)CC)OC)C(=O)OC.C(C(C(=O)O)O)(C(=O)O)O. Drug 2: C1CC(=O)NC(=O)C1N2C(=O)C3=CC=CC=C3C2=O. Cell line: SK-MEL-5. Synergy scores: CSS=33.1, Synergy_ZIP=6.79, Synergy_Bliss=6.62, Synergy_Loewe=-28.7, Synergy_HSA=6.32. (2) Drug 1: CN1C(=O)N2C=NC(=C2N=N1)C(=O)N. Drug 2: CC1=C(C(=O)C2=C(C1=O)N3CC4C(C3(C2COC(=O)N)OC)N4)N. Cell line: CCRF-CEM. Synergy scores: CSS=36.7, Synergy_ZIP=-0.557, Synergy_Bliss=2.92, Synergy_Loewe=-40.7, Synergy_HSA=4.49. (3) Drug 1: C1=NC2=C(N=C(N=C2N1C3C(C(C(O3)CO)O)F)Cl)N. Drug 2: CN(C(=O)NC(C=O)C(C(C(CO)O)O)O)N=O. Synergy scores: CSS=1.27, Synergy_ZIP=0.170, Synergy_Bliss=2.56, Synergy_Loewe=-0.615, Synergy_HSA=-0.362. Cell line: HS 578T. (4) Drug 1: CN1C2=C(C=C(C=C2)N(CCCl)CCCl)N=C1CCCC(=O)O.Cl. Drug 2: COCCOC1=C(C=C2C(=C1)C(=NC=N2)NC3=CC=CC(=C3)C#C)OCCOC.Cl. Cell line: LOX IMVI. Synergy scores: CSS=3.75, Synergy_ZIP=2.66, Synergy_Bliss=6.25, Synergy_Loewe=2.56, Synergy_HSA=2.82. (5) Drug 1: CC1=C(C=C(C=C1)NC2=NC=CC(=N2)N(C)C3=CC4=NN(C(=C4C=C3)C)C)S(=O)(=O)N.Cl. Drug 2: CC1=CC=C(C=C1)C2=CC(=NN2C3=CC=C(C=C3)S(=O)(=O)N)C(F)(F)F. Cell line: HOP-62. Synergy scores: CSS=12.2, Synergy_ZIP=2.84, Synergy_Bliss=5.69, Synergy_Loewe=5.19, Synergy_HSA=5.16. (6) Drug 1: CCC1=C2CN3C(=CC4=C(C3=O)COC(=O)C4(CC)O)C2=NC5=C1C=C(C=C5)O. Drug 2: C1=CN(C=N1)CC(O)(P(=O)(O)O)P(=O)(O)O. Cell line: MDA-MB-435. Synergy scores: CSS=7.06, Synergy_ZIP=-1.77, Synergy_Bliss=1.91, Synergy_Loewe=-11.3, Synergy_HSA=1.05.